This data is from Catalyst prediction with 721,799 reactions and 888 catalyst types from USPTO. The task is: Predict which catalyst facilitates the given reaction. Reactant: [CH2:1]([NH:8][S:9]([N:12]1[CH2:16][CH2:15]O[C:13]1=O)(=[O:11])=[O:10])[C:2]1[CH:7]=[CH:6][CH:5]=[CH:4][CH:3]=1.N1CC[CH:21]([N:24]2[C:28]3[CH:29]=[CH:30][CH:31]=[CH:32][C:27]=3[NH:26][C:25]2=[O:33])[CH2:20]C1.C(N(CC)CC)C. Product: [CH2:1]([NH:8][S:9]([N:12]1[CH2:13][CH2:20][CH:21]([N:24]2[C:28]3[CH:29]=[CH:30][CH:31]=[CH:32][C:27]=3[NH:26][C:25]2=[O:33])[CH2:15][CH2:16]1)(=[O:10])=[O:11])[C:2]1[CH:3]=[CH:4][CH:5]=[CH:6][CH:7]=1. The catalyst class is: 10.